Dataset: Forward reaction prediction with 1.9M reactions from USPTO patents (1976-2016). Task: Predict the product of the given reaction. (1) Given the reactants C[O:2][C:3](=[O:28])[C:4]1[CH:9]=[CH:8][C:7]([O:10][CH2:11][CH2:12][O:13][N:14]=[C:15]([C:17]2[CH:22]=[CH:21][C:20]([C:23]([CH3:26])([CH3:25])[CH3:24])=[CH:19][CH:18]=2)[CH3:16])=[CH:6][C:5]=1[OH:27].[OH-].[Na+], predict the reaction product. The product is: [C:23]([C:20]1[CH:21]=[CH:22][C:17](/[C:15](=[N:14]/[O:13][CH2:12][CH2:11][O:10][C:7]2[CH:8]=[CH:9][C:4]([C:3]([OH:28])=[O:2])=[C:5]([OH:27])[CH:6]=2)/[CH3:16])=[CH:18][CH:19]=1)([CH3:24])([CH3:25])[CH3:26]. (2) Given the reactants [Cl-].[NH4+].[CH3:3][O:4][C:5]1[CH:6]=[C:7]2[C:16](=[CH:17][CH:18]=1)[N:15]=[CH:14][C:13]1[O:12][CH2:11][CH:10]([N:19]3[CH:23]=[C:22]([N+:24]([O-])=O)[CH:21]=[N:20]3)[CH2:9][C:8]2=1, predict the reaction product. The product is: [CH3:3][O:4][C:5]1[CH:6]=[C:7]2[C:16](=[CH:17][CH:18]=1)[N:15]=[CH:14][C:13]1[O:12][CH2:11][CH:10]([N:19]3[CH:23]=[C:22]([NH2:24])[CH:21]=[N:20]3)[CH2:9][C:8]2=1. (3) Given the reactants F[C:2]1[CH:7]=[CH:6][C:5]([N+:8]([O-:10])=[O:9])=[C:4]([C:11]([F:14])([F:13])[F:12])[CH:3]=1.[C:15](=[O:18])([O-])[O-].[Na+].[Na+].CS(C)=O.Cl.[CH:26]12[NH:32][CH:29]([CH2:30][CH2:31]1)[CH2:28][CH2:27]2, predict the reaction product. The product is: [N+:8]([C:5]1[CH:6]=[CH:7][C:2]([N:32]2[CH:26]3[CH2:31][CH2:30][CH:29]2[CH2:28][CH2:27]3)=[CH:3][C:4]=1[C:11]([F:14])([F:13])[F:12])([O-:10])=[O:9].[CH3:7][CH:2]1[CH2:3][CH2:4][CH2:15][O:18]1. (4) Given the reactants [CH3:1][N:2]1[CH2:7][CH2:6][C:5]([CH2:14][NH:15][CH3:16])([C:8]2[CH:13]=[CH:12][CH:11]=[CH:10][CH:9]=2)[CH2:4][CH2:3]1.[C:17]([C:19]1[CH:20]=[C:21]([C:29](Cl)=[O:30])[C:22]2[C:27]([CH:28]=1)=[CH:26][CH:25]=[CH:24][CH:23]=2)#[N:18], predict the reaction product. The product is: [CH3:1][N:2]1[CH2:7][CH2:6][C:5]([C:8]2[CH:9]=[CH:10][CH:11]=[CH:12][CH:13]=2)([CH2:14][N:15]([CH3:16])[C:29]([C:21]2[C:22]3[C:27](=[CH:26][CH:25]=[CH:24][CH:23]=3)[CH:28]=[C:19]([C:17]#[N:18])[CH:20]=2)=[O:30])[CH2:4][CH2:3]1. (5) Given the reactants B(C1C=CC(CCCC(O)=O)=CC=1)(O)O.CC1(C)C[O:21][B:20]([C:23]2[CH:28]=[CH:27][C:26]([CH2:29][CH2:30][CH2:31][CH2:32][C:33]([OH:35])=[O:34])=[CH:25][CH:24]=2)[O:19]C1.[OH-].[Na+], predict the reaction product. The product is: [B:20]([C:23]1[CH:24]=[CH:25][C:26]([CH2:29][CH2:30][CH2:31][CH2:32][C:33]([OH:35])=[O:34])=[CH:27][CH:28]=1)([OH:21])[OH:19].